Regression. Given two drug SMILES strings and cell line genomic features, predict the synergy score measuring deviation from expected non-interaction effect. From a dataset of NCI-60 drug combinations with 297,098 pairs across 59 cell lines. Drug 1: C1=NC(=NC(=O)N1C2C(C(C(O2)CO)O)O)N. Drug 2: CC1=C(C(=O)C2=C(C1=O)N3CC4C(C3(C2COC(=O)N)OC)N4)N. Cell line: SNB-75. Synergy scores: CSS=28.9, Synergy_ZIP=-7.23, Synergy_Bliss=2.51, Synergy_Loewe=-1.33, Synergy_HSA=5.16.